Dataset: Full USPTO retrosynthesis dataset with 1.9M reactions from patents (1976-2016). Task: Predict the reactants needed to synthesize the given product. (1) Given the product [C:7]([OH:9])(=[O:8])[CH2:2][CH2:3][CH3:4].[NH2:1][C@H:2]([C:7]([OH:9])=[O:8])[C@H:3]([CH2:5][CH3:6])[CH3:4], predict the reactants needed to synthesize it. The reactants are: [NH2:1][C@H:2]([C:7]([OH:9])=[O:8])[C@H:3]([CH2:5][CH3:6])[CH3:4]. (2) The reactants are: C([Si](C1C=CC=CC=1)(C1C=CC=CC=1)[O:6][C:7]1[CH:8]=[C:9]([C:13]2[CH:18]([CH2:19][N:20]([CH3:22])[CH3:21])[CH2:17][CH2:16][C:15](=[O:23])[CH:14]=2)[CH:10]=[CH:11][CH:12]=1)(C)(C)C. Given the product [CH3:22][N:20]([CH2:19][CH:18]1[CH2:17][CH2:16][C:15](=[O:23])[CH2:14][CH:13]1[C:9]1[CH:10]=[CH:11][CH:12]=[C:7]([OH:6])[CH:8]=1)[CH3:21], predict the reactants needed to synthesize it. (3) Given the product [F:30][C:31]([F:36])([F:35])[C:32]([OH:34])=[O:33].[Cl:1][C:2]1[CH:3]=[CH:4][C:5]([C:6]([N:8]2[CH2:14][C:13]3[CH:15]=[CH:16][CH:17]=[CH:18][C:12]=3[N:11]([CH2:19][C:20]([OH:22])=[O:21])[C:10](=[O:27])[CH2:9]2)=[O:7])=[CH:28][CH:29]=1, predict the reactants needed to synthesize it. The reactants are: [Cl:1][C:2]1[CH:29]=[CH:28][C:5]([C:6]([N:8]2[CH2:14][C:13]3[CH:15]=[CH:16][CH:17]=[CH:18][C:12]=3[N:11]([CH2:19][C:20]([O:22]C(C)(C)C)=[O:21])[C:10](=[O:27])[CH2:9]2)=[O:7])=[CH:4][CH:3]=1.[F:30][C:31]([F:36])([F:35])[C:32]([OH:34])=[O:33]. (4) The reactants are: [F:1][C:2]([F:17])([F:16])[C:3]1[N:8]=[CH:7][C:6]([C:9]2[CH:14]=[CH:13][NH:12][C:11](=[O:15])[CH:10]=2)=[CH:5][CH:4]=1.Br[C:19]1[CH:27]=[C:26]2[C:22]([C:23]3[CH2:32][CH2:31][N:30]([C:33]([O:35][C:36]([CH3:39])([CH3:38])[CH3:37])=[O:34])[CH2:29][C:24]=3[N:25]2[CH3:28])=[CH:21][CH:20]=1. Given the product [CH3:28][N:25]1[C:26]2[C:22](=[CH:21][CH:20]=[C:19]([N:12]3[CH:13]=[CH:14][C:9]([C:6]4[CH:7]=[N:8][C:3]([C:2]([F:1])([F:16])[F:17])=[CH:4][CH:5]=4)=[CH:10][C:11]3=[O:15])[CH:27]=2)[C:23]2[CH2:32][CH2:31][N:30]([C:33]([O:35][C:36]([CH3:39])([CH3:38])[CH3:37])=[O:34])[CH2:29][C:24]1=2, predict the reactants needed to synthesize it.